From a dataset of Full USPTO retrosynthesis dataset with 1.9M reactions from patents (1976-2016). Predict the reactants needed to synthesize the given product. (1) Given the product [F:1][C:2]([F:18])([F:19])[C:3]1[CH:4]=[C:5]2[C:9](=[CH:10][CH:11]=1)[CH2:8][CH:7]([C:12]([OH:14])=[O:13])[CH2:6]2, predict the reactants needed to synthesize it. The reactants are: [F:1][C:2]([F:19])([F:18])[C:3]1[CH:4]=[C:5]2[C:9](=[CH:10][CH:11]=1)[CH2:8][C:7](C(O)=O)([C:12]([OH:14])=[O:13])[CH2:6]2. (2) Given the product [CH2:22]([C:3]1[C:4](=[O:17])[C:5]2[C:14]([C:15](=[O:16])[C:2]=1[O:1][CH2:3][CH:4]=[C:5]([CH3:14])[CH3:6])=[C:13]1[C:8]([CH2:9][CH2:10][CH2:11][CH2:12]1)=[CH:7][CH:6]=2)[CH:23]=[C:24]([CH3:26])[CH3:25], predict the reactants needed to synthesize it. The reactants are: [OH:1][C:2]1[C:15](=[O:16])[C:14]2[C:5](=[CH:6][CH:7]=[C:8]3[C:13]=2[CH2:12][CH2:11][CH2:10][CH2:9]3)[C:4](=[O:17])[CH:3]=1.[H-].[Li+].[H][H].[CH2:22](Br)[CH:23]=[C:24]([CH3:26])[CH3:25].[Li+].[I-].Cl.